This data is from Forward reaction prediction with 1.9M reactions from USPTO patents (1976-2016). The task is: Predict the product of the given reaction. (1) Given the reactants N#N.[CH3:3][O:4][C:5]([C:7]1[N:8]=[CH:9][O:10][C:11]=1[C:12]1[CH:17]=[CH:16][CH:15]=[C:14]([CH2:18][CH2:19][OH:20])[CH:13]=1)=[O:6].[Si:21](Cl)([C:24]([CH3:27])([CH3:26])[CH3:25])([CH3:23])[CH3:22].N1C=CN=C1.[NH4+].[Cl-], predict the reaction product. The product is: [CH3:3][O:4][C:5]([C:7]1[N:8]=[CH:9][O:10][C:11]=1[C:12]1[CH:17]=[CH:16][CH:15]=[C:14]([CH2:18][CH2:19][O:20][Si:21]([C:24]([CH3:27])([CH3:26])[CH3:25])([CH3:23])[CH3:22])[CH:13]=1)=[O:6]. (2) Given the reactants C([O:3][C:4](=O)[CH2:5][C:6]1([CH2:19][N+:20]([O-])=O)[CH2:11][CH2:10][N:9]([C:12]([O:14][C:15]([CH3:18])([CH3:17])[CH3:16])=[O:13])[CH2:8][CH2:7]1)C, predict the reaction product. The product is: [C:15]([O:14][C:12]([N:9]1[CH2:10][CH2:11][C:6]2([CH2:19][NH:20][C:4](=[O:3])[CH2:5]2)[CH2:7][CH2:8]1)=[O:13])([CH3:18])([CH3:17])[CH3:16]. (3) Given the reactants [Cl:1][C:2]1[CH:7]=[CH:6][C:5]([SH:8])=[CH:4][CH:3]=1.C([O-])([O-])=O.[K+].[K+].CN(C=O)C.Br[CH2:21][C:22](=[O:25])[CH2:23][CH3:24], predict the reaction product. The product is: [Cl:1][C:2]1[CH:7]=[CH:6][C:5]([S:8][CH2:21][C:22](=[O:25])[CH2:23][CH3:24])=[CH:4][CH:3]=1. (4) Given the reactants C([O:3][C:4](=[O:42])[C:5]([CH3:41])([O:34][C:35]1[CH:40]=[CH:39][CH:38]=[CH:37][CH:36]=1)[CH2:6][C:7]1[CH:12]=[CH:11][CH:10]=[C:9]([O:13][CH2:14][CH2:15][CH:16]2[CH2:20][N:19]([CH2:21][C:22]3[CH:27]=[CH:26][C:25]([C:28]([F:31])([F:30])[F:29])=[CH:24][CH:23]=3)[C:18](=[O:32])[N:17]2[CH3:33])[CH:8]=1)C.[OH-].[Na+].Cl, predict the reaction product. The product is: [CH3:41][C:5]([O:34][C:35]1[CH:40]=[CH:39][CH:38]=[CH:37][CH:36]=1)([CH2:6][C:7]1[CH:12]=[CH:11][CH:10]=[C:9]([O:13][CH2:14][CH2:15][CH:16]2[CH2:20][N:19]([CH2:21][C:22]3[CH:27]=[CH:26][C:25]([C:28]([F:31])([F:29])[F:30])=[CH:24][CH:23]=3)[C:18](=[O:32])[N:17]2[CH3:33])[CH:8]=1)[C:4]([OH:42])=[O:3]. (5) Given the reactants C[O:2][C:3]([C:5]1[S:6][C:7]([C:26]2[CH:31]=[CH:30][CH:29]=[CH:28][CH:27]=2)=[CH:8][C:9]=1[N:10]([C:17]([CH:19]1[CH2:24][CH2:23][CH:22]([CH3:25])[CH2:21][CH2:20]1)=[O:18])[CH:11]1[CH2:16][CH2:15][NH:14][CH2:13][CH2:12]1)=[O:4].O.[Li+].[OH-].Cl, predict the reaction product. The product is: [CH3:25][CH:22]1[CH2:21][CH2:20][CH:19]([C:17]([N:10]([CH:11]2[CH2:12][CH2:13][NH:14][CH2:15][CH2:16]2)[C:9]2[CH:8]=[C:7]([C:26]3[CH:31]=[CH:30][CH:29]=[CH:28][CH:27]=3)[S:6][C:5]=2[C:3]([OH:4])=[O:2])=[O:18])[CH2:24][CH2:23]1. (6) Given the reactants Cl[CH2:2][C:3]1[C:4]([N:9]2[CH2:15][CH:14]3[O:16][CH:11]([CH2:12][CH2:13]3)[CH2:10]2)=[N:5][CH:6]=[CH:7][CH:8]=1.[OH:17][C:18]1[C:27]2[C:26](=[O:28])[O:25][C:24]([CH3:30])([CH3:29])[O:23][C:22]=2[CH:21]=[CH:20][CH:19]=1.C(=O)([O-])[O-].[Cs+].[Cs+], predict the reaction product. The product is: [CH:11]12[O:16][CH:14]([CH2:13][CH2:12]1)[CH2:15][N:9]([C:4]1[C:3]([CH2:2][O:17][C:18]3[C:27]4[C:26](=[O:28])[O:25][C:24]([CH3:30])([CH3:29])[O:23][C:22]=4[CH:21]=[CH:20][CH:19]=3)=[CH:8][CH:7]=[CH:6][N:5]=1)[CH2:10]2. (7) Given the reactants C([Li])CCC.C(NC(C)C)(C)C.C([N-]C(C)C)(C)C.[Li+].[CH3:21][CH:22]1[CH2:27][CH2:26][C:25](=[O:28])[CH2:24][CH2:23]1.[CH3:29][Si:30](Cl)([CH3:32])[CH3:31].C(=O)(O)[O-].[Na+], predict the reaction product. The product is: [CH3:21][CH:22]1[CH2:27][CH2:26][C:25]([O:28][Si:30]([CH3:32])([CH3:31])[CH3:29])=[CH:24][CH2:23]1. (8) Given the reactants [CH:1]1([CH3:11])[CH2:6][CH2:5][CH:4]([CH:7]([CH3:9])[CH3:8])[CH:3]([OH:10])[CH2:2]1.[C:12]1(=[O:18])[O:17][C:15](=[O:16])[CH:14]=[CH:13]1, predict the reaction product. The product is: [CH:7]([CH:4]1[CH2:5][CH2:6][CH:1]([CH3:11])[CH2:2][CH:3]1[O:10][C:12](/[CH:13]=[CH:14]\[C:15]([OH:17])=[O:16])=[O:18])([CH3:8])[CH3:9]. (9) Given the reactants [Cl:1][C:2]1[N:10]=[C:9]2[C:5]([N:6]=[CH:7][N:8]2[CH:11]2[CH2:15][CH2:14][CH2:13][CH2:12]2)=[C:4]([NH:16][CH2:17][CH2:18][NH:19][CH2:20][C:21]2[CH:26]=[CH:25][C:24]([Cl:27])=[C:23]([C:28]([F:31])([F:30])[F:29])[CH:22]=2)[N:3]=1.[NH2:32][C@H:33]1[CH2:38][CH2:37][C@H:36]([NH2:39])[CH2:35][CH2:34]1, predict the reaction product. The product is: [ClH:1].[ClH:1].[ClH:1].[NH2:32][C@H:33]1[CH2:38][CH2:37][C@H:36]([NH:39][C:2]2[N:10]=[C:9]3[C:5]([N:6]=[CH:7][N:8]3[CH:11]3[CH2:15][CH2:14][CH2:13][CH2:12]3)=[C:4]([NH:16][CH2:17][CH2:18][NH:19][CH2:20][C:21]3[CH:26]=[CH:25][C:24]([Cl:27])=[C:23]([C:28]([F:30])([F:31])[F:29])[CH:22]=3)[N:3]=2)[CH2:35][CH2:34]1.